From a dataset of Forward reaction prediction with 1.9M reactions from USPTO patents (1976-2016). Predict the product of the given reaction. (1) Given the reactants [CH3:1][C:2]1[N:3]=[C:4]([C:7]2[C:8]3[CH2:15][CH2:14][CH2:13][C:9]=3[S:10][C:11]=2[NH2:12])[S:5][CH:6]=1.[C@@H:16]12[C:25](=[O:26])[O:24][C:22](=[O:23])[C@@H:17]1[CH2:18][CH2:19][CH2:20][CH2:21]2, predict the reaction product. The product is: [CH3:1][C:2]1[N:3]=[C:4]([C:7]2[C:8]3[CH2:15][CH2:14][CH2:13][C:9]=3[S:10][C:11]=2[NH:12][C:25]([CH:16]2[CH2:21][CH2:20][CH2:19][CH2:18][CH:17]2[C:22]([OH:24])=[O:23])=[O:26])[S:5][CH:6]=1. (2) Given the reactants C[O:2][C:3]([C:5]1[C:6]2[CH:7]=[N:8][NH:9][C:10]=2[CH:11]=[CH:12][CH:13]=1)=[O:4].[OH-].[Na+], predict the reaction product. The product is: [NH:9]1[C:10]2[CH:11]=[CH:12][CH:13]=[C:5]([C:3]([OH:4])=[O:2])[C:6]=2[CH:7]=[N:8]1. (3) Given the reactants CS[C:3]1[N:8]=[C:7]([C:9]2[C:17]3[C:12](=[N:13][CH:14]=[C:15]([C:18]([F:21])([F:20])[F:19])[CH:16]=3)[N:11]([S:22]([C:25]3[CH:31]=[CH:30][C:28]([CH3:29])=[CH:27][CH:26]=3)(=[O:24])=[O:23])[CH:10]=2)[C:6]([C:32]#[N:33])=[CH:5][N:4]=1.ClC1C=CC=C(C(OO)=O)C=1.[F:45][C:46]1[C:51]([OH:52])=[C:50]([F:53])[C:49]([F:54])=[C:48]([F:55])[C:47]=1[F:56], predict the reaction product. The product is: [F:45][C:46]1[C:47]([F:56])=[C:48]([F:55])[C:49]([F:54])=[C:50]([F:53])[C:51]=1[O:52][C:3]1[N:8]=[C:7]([C:9]2[C:17]3[C:12](=[N:13][CH:14]=[C:15]([C:18]([F:19])([F:20])[F:21])[CH:16]=3)[N:11]([S:22]([C:25]3[CH:26]=[CH:27][C:28]([CH3:29])=[CH:30][CH:31]=3)(=[O:24])=[O:23])[CH:10]=2)[C:6]([C:32]#[N:33])=[CH:5][N:4]=1. (4) The product is: [OH:28][C@H:27]([CH2:26][O:25][C:22]1[CH:23]=[CH:24][C:18]2[S:17][C:16]([CH3:15])=[N:20][C:19]=2[CH:21]=1)[CH2:29][N:7]1[CH2:6][CH2:5][N:4]([C:8]([O:10][C:11]([CH3:13])([CH3:12])[CH3:14])=[O:9])[CH2:3][C@@H:2]1[CH3:1]. Given the reactants [CH3:1][C@@H:2]1[NH:7][CH2:6][CH2:5][N:4]([C:8]([O:10][C:11]([CH3:14])([CH3:13])[CH3:12])=[O:9])[CH2:3]1.[CH3:15][C:16]1[S:17][C:18]2[CH:24]=[CH:23][C:22]([O:25][CH2:26][C@H:27]3[CH2:29][O:28]3)=[CH:21][C:19]=2[N:20]=1, predict the reaction product. (5) Given the reactants Br[C:2]1[CH:34]=[CH:33][C:5]([CH2:6][N:7]2[C:11]3[CH:12]=[C:13]([O:16][CH2:17][C:18]4[CH:22]=[CH:21][N:20]([CH3:23])[N:19]=4)[CH:14]=[CH:15][C:10]=3[N:9]=[C:8]2[C@H:24]2[CH2:29][CH2:28][CH2:27][CH2:26][C@H:25]2[C:30]([OH:32])=[O:31])=[CH:4][CH:3]=1.[F:35][C:36]1([F:40])[CH2:39][NH:38][CH2:37]1, predict the reaction product. The product is: [F:35][C:36]1([F:40])[CH2:39][N:38]([C:2]2[CH:34]=[CH:33][C:5]([CH2:6][N:7]3[C:11]4[CH:12]=[C:13]([O:16][CH2:17][C:18]5[CH:22]=[CH:21][N:20]([CH3:23])[N:19]=5)[CH:14]=[CH:15][C:10]=4[N:9]=[C:8]3[C@H:24]3[CH2:29][CH2:28][CH2:27][CH2:26][C@H:25]3[C:30]([OH:32])=[O:31])=[CH:4][CH:3]=2)[CH2:37]1. (6) Given the reactants [NH2:1][C:2]1[CH:3]=[N:4][C:5]2[C:10]([C:11]=1[NH:12][CH2:13][CH2:14][O:15][CH2:16][CH2:17][NH:18][C:19](=[O:25])[O:20][C:21]([CH3:24])([CH3:23])[CH3:22])=[CH:9][CH:8]=[CH:7][CH:6]=2.[C:26](OC)(OC)(OC)[CH3:27].Cl.[NH+]1C=CC=CC=1, predict the reaction product. The product is: [CH3:26][C:27]1[N:12]([CH2:13][CH2:14][O:15][CH2:16][CH2:17][NH:18][C:19](=[O:25])[O:20][C:21]([CH3:22])([CH3:24])[CH3:23])[C:11]2[C:10]3[CH:9]=[CH:8][CH:7]=[CH:6][C:5]=3[N:4]=[CH:3][C:2]=2[N:1]=1. (7) Given the reactants [C:1]([O:5][C:6]([NH:8][C:9]([CH3:14])([CH3:13])[C:10]([OH:12])=O)=[O:7])([CH3:4])([CH3:3])[CH3:2].Cl.C(N=C=NCCCN(C)C)C.O.ON1C2C=CC=CC=2N=N1.[C:38]1([NH2:45])[CH:43]=[CH:42][CH:41]=[C:40]([NH2:44])[CH:39]=1.C(=O)([O-])O.[Na+], predict the reaction product. The product is: [NH2:44][C:40]1[CH:39]=[C:38]([NH:45][C:10](=[O:12])[C:9]([NH:8][C:6](=[O:7])[O:5][C:1]([CH3:2])([CH3:3])[CH3:4])([CH3:14])[CH3:13])[CH:43]=[CH:42][CH:41]=1.